From a dataset of Catalyst prediction with 721,799 reactions and 888 catalyst types from USPTO. Predict which catalyst facilitates the given reaction. (1) Reactant: [N:1]1([CH2:7][CH2:8][O:9][C:10]2[CH:15]=[CH:14][C:13]([C:16]3[CH:21]=[CH:20][N:19]=[C:18]([NH:22][CH2:23][C:24]4[CH:32]=[CH:31][C:27]([C:28]([OH:30])=O)=[CH:26][CH:25]=4)[N:17]=3)=[CH:12][CH:11]=2)[CH2:6][CH2:5][O:4][CH2:3][CH2:2]1.[C:33]1([NH2:40])[CH:38]=[CH:37][CH:36]=[CH:35][C:34]=1[NH2:39].CCN(CC)CC.C1C=CC2N(O)N=NC=2C=1.O.CCN=C=NCCCN(C)C.Cl. Product: [NH2:39][C:34]1[CH:35]=[CH:36][CH:37]=[CH:38][C:33]=1[NH:40][C:28](=[O:30])[C:27]1[CH:31]=[CH:32][C:24]([CH2:23][NH:22][C:18]2[N:17]=[C:16]([C:13]3[CH:14]=[CH:15][C:10]([O:9][CH2:8][CH2:7][N:1]4[CH2:2][CH2:3][O:4][CH2:5][CH2:6]4)=[CH:11][CH:12]=3)[CH:21]=[CH:20][N:19]=2)=[CH:25][CH:26]=1. The catalyst class is: 10. (2) Reactant: [CH3:1][O:2][C:3]1[CH:11]=[CH:10][C:6]([CH2:7][C:8]#[N:9])=[CH:5][CH:4]=1.[CH3:12][C:13]([CH3:15])=O.[OH-].[K+]. Product: [CH3:1][O:2][C:3]1[CH:11]=[CH:10][C:6]([C:7](=[C:13]([CH3:15])[CH3:12])[C:8]#[N:9])=[CH:5][CH:4]=1. The catalyst class is: 5. (3) Reactant: [Br:1][C:2]1[CH:7]=[C:6](/[C:8](=[CH:18]/[N:19](C)C)/[C:9]([C:11]2[CH:16]=[CH:15][CH:14]=[C:13]([Cl:17])[CH:12]=2)=O)[CH:5]=[CH:4][N:3]=1.O.[NH2:23]N. Product: [Br:1][C:2]1[CH:7]=[C:6]([C:8]2[C:9]([C:11]3[CH:16]=[CH:15][CH:14]=[C:13]([Cl:17])[CH:12]=3)=[N:23][NH:19][CH:18]=2)[CH:5]=[CH:4][N:3]=1. The catalyst class is: 8. (4) Reactant: Br[C:2]1[CH:3]=[C:4]([NH:10][C:11]2[O:12][C:13]([CH3:16])=[CH:14][N:15]=2)[C:5](=[O:9])[N:6]([CH3:8])[CH:7]=1.[C:17]([O:20][CH2:21][C:22]1[C:23]([N:37]2[CH2:48][CH2:47][N:46]3[C:39](=[CH:40][C:41]4[CH2:42][C:43]([CH3:50])([CH3:49])[CH2:44][C:45]=43)[C:38]2=[O:51])=[N:24][CH:25]=[CH:26][C:27]=1B1OC(C)(C)C(C)(C)O1)(=[O:19])[CH3:18].[O-]P([O-])([O-])=O.[K+].[K+].[K+].C([O-])(=O)C.[Na+]. Product: [C:17]([O:20][CH2:21][C:22]1[C:23]([N:37]2[CH2:48][CH2:47][N:46]3[C:39](=[CH:40][C:41]4[CH2:42][C:43]([CH3:50])([CH3:49])[CH2:44][C:45]=43)[C:38]2=[O:51])=[N:24][CH:25]=[CH:26][C:27]=1[C:2]1[CH:3]=[C:4]([NH:10][C:11]2[O:12][C:13]([CH3:16])=[CH:14][N:15]=2)[C:5](=[O:9])[N:6]([CH3:8])[CH:7]=1)(=[O:19])[CH3:18]. The catalyst class is: 543. (5) Reactant: [CH3:1][C:2]1[CH:3]=[CH:4][C:5]([S:9][C:10]2[CH:11]=[CH:12][CH:13]=[CH:14][C:15]=2[N:16]2[CH2:21][CH2:20][NH:19][CH2:18][CH2:17]2)=[C:6]([CH3:8])[CH:7]=1.[OH:22][C:23]1[C:32]2[C:27](=[CH:28][CH:29]=[CH:30][CH:31]=2)[CH:26]=[CH:25][C:24]=1[C:33]([OH:35])=[O:34]. Product: [CH3:1][C:2]1[CH:3]=[CH:4][C:5]([S:9][C:10]2[CH:11]=[CH:12][CH:13]=[CH:14][C:15]=2[N:16]2[CH2:17][CH2:18][NH:19][CH2:20][CH2:21]2)=[C:6]([CH3:8])[CH:7]=1.[OH:22][C:23]1[C:32]2[C:27](=[CH:28][CH:29]=[CH:30][CH:31]=2)[CH:26]=[CH:25][C:24]=1[C:33]([O-:35])=[O:34]. The catalyst class is: 131. (6) Reactant: Cl.Cl.[CH3:3][C:4]1[CH:13]=[C:12]([NH:14][C:15]([NH:17][CH:18]2[CH2:22][CH2:21][NH:20][CH2:19]2)=[O:16])[C:11]2[C:6](=[CH:7][CH:8]=[CH:9][CH:10]=2)[N:5]=1.[OH-].[Na+]. Product: [CH3:3][C:4]1[CH:13]=[C:12]([NH:14][C:15]([NH:17][CH:18]2[CH2:22][CH2:21][NH:20][CH2:19]2)=[O:16])[C:11]2[C:6](=[CH:7][CH:8]=[CH:9][CH:10]=2)[N:5]=1. The catalyst class is: 5. (7) Reactant: C(OC([N:8]1[CH2:13][CH2:12][C:11]([O:15][CH3:16])([CH3:14])[CH2:10][CH2:9]1)=O)(C)(C)C.[C:17]([OH:23])([C:19]([F:22])([F:21])[F:20])=[O:18]. Product: [F:20][C:19]([F:22])([F:21])[C:17]([OH:23])=[O:18].[CH3:16][O:15][C:11]1([CH3:14])[CH2:12][CH2:13][NH:8][CH2:9][CH2:10]1. The catalyst class is: 2.